This data is from Peptide-MHC class I binding affinity with 185,985 pairs from IEDB/IMGT. The task is: Regression. Given a peptide amino acid sequence and an MHC pseudo amino acid sequence, predict their binding affinity value. This is MHC class I binding data. (1) The peptide sequence is AQGYKVLVL. The binding affinity (normalized) is 0. The MHC is Patr-B2401 with pseudo-sequence Patr-B2401. (2) The peptide sequence is KLLNMRDLI. The MHC is HLA-A02:01 with pseudo-sequence HLA-A02:01. The binding affinity (normalized) is 0.731.